Dataset: Reaction yield outcomes from USPTO patents with 853,638 reactions. Task: Predict the reaction yield, written as a fraction of the theoretical maximum amount of product (1.0 means a 100% yield; for example, 0.34 means a 34% yield). (1) The reactants are [CH2:1]([N:8]1[C:14](=[O:15])[C:13]2[C:16](Br)=[C:17]([CH:20]([O:25][C:26]([CH3:29])([CH3:28])[CH3:27])[C:21]([O:23][CH3:24])=[O:22])[CH:18]=[CH:19][C:12]=2[O:11][CH2:10][CH2:9]1)[C:2]1[CH:7]=[CH:6][CH:5]=[CH:4][CH:3]=1.CC1(C)C(C)(C)OB([C:39]2[CH:40]=[C:41]3[C:46](=[CH:47][CH:48]=2)[O:45][CH2:44][CH2:43][CH2:42]3)O1.C(=O)([O-])[O-].[Na+].[Na+].O. The catalyst is CN(C)C=O.O.[Pd].C1C=CC([P]([Pd]([P](C2C=CC=CC=2)(C2C=CC=CC=2)C2C=CC=CC=2)([P](C2C=CC=CC=2)(C2C=CC=CC=2)C2C=CC=CC=2)[P](C2C=CC=CC=2)(C2C=CC=CC=2)C2C=CC=CC=2)(C2C=CC=CC=2)C2C=CC=CC=2)=CC=1. The product is [CH2:1]([N:8]1[C:14](=[O:15])[C:13]2[C:16]([C:39]3[CH:48]=[CH:47][C:46]4[O:45][CH2:44][CH2:43][CH2:42][C:41]=4[CH:40]=3)=[C:17]([CH:20]([O:25][C:26]([CH3:29])([CH3:28])[CH3:27])[C:21]([O:23][CH3:24])=[O:22])[CH:18]=[CH:19][C:12]=2[O:11][CH2:10][CH2:9]1)[C:2]1[CH:7]=[CH:6][CH:5]=[CH:4][CH:3]=1. The yield is 0.360. (2) The reactants are [Cl:1][C:2]1[N:3]=[CH:4][C:5]2[CH:10]=[C:9]([CH3:11])[N:8]([CH:12]3[CH2:16][CH2:15][CH2:14][CH2:13]3)[C:6]=2[N:7]=1.[Cl:17]N1C(=O)CCC1=O. The catalyst is ClCCl. The product is [Cl:1][C:2]1[N:3]=[CH:4][C:5]2[C:10]([Cl:17])=[C:9]([CH3:11])[N:8]([CH:12]3[CH2:13][CH2:14][CH2:15][CH2:16]3)[C:6]=2[N:7]=1. The yield is 0.840. (3) The reactants are [CH3:1][N:2]1[CH2:7][CH2:6][N:5]([C:8]2[CH:9]=[CH:10][C:11]([N+:15]([O-])=O)=[C:12]([CH:14]=2)[NH2:13])[CH2:4][CH2:3]1.Cl.C(O[C:22](=N)[CH2:23][C:24]([O:26][CH2:27][CH3:28])=[O:25])C.Cl.[OH-].[Na+]. No catalyst specified. The product is [CH2:27]([O:26][C:24](=[O:25])[CH2:23][C:22]1[NH:13][C:12]2[CH:14]=[C:8]([N:5]3[CH2:6][CH2:7][N:2]([CH3:1])[CH2:3][CH2:4]3)[CH:9]=[CH:10][C:11]=2[N:15]=1)[CH3:28]. The yield is 0.741. (4) The reactants are [NH2:1][C:2]1[C:7]2[O:8][CH2:9][C:10](=[O:12])[NH:11][C:6]=2[CH:5]=[CH:4][CH:3]=1.Cl.Cl[CH2:15][CH2:16][NH:17][CH2:18][CH2:19]Cl. The catalyst is ClC1C=CC=CC=1. The product is [N:1]1([C:2]2[C:7]3[O:8][CH2:9][C:10](=[O:12])[NH:11][C:6]=3[CH:5]=[CH:4][CH:3]=2)[CH2:19][CH2:18][NH:17][CH2:16][CH2:15]1. The yield is 0.640. (5) The reactants are [CH3:1][O:2][C:3]1[CH:8]=[CH:7][C:6]([Mg]Br)=[CH:5][CH:4]=1.[N:11]12[CH2:18][CH2:17][C:14]([C:19]([O:21]CC)=O)([CH2:15][CH2:16]1)[CH2:13][CH2:12]2. The catalyst is C1COCC1. The product is [N:11]12[CH2:12][CH2:13][C:14]([C:19]([C:6]3[CH:7]=[CH:8][C:3]([O:2][CH3:1])=[CH:4][CH:5]=3)([C:6]3[CH:7]=[CH:8][C:3]([O:2][CH3:1])=[CH:4][CH:5]=3)[OH:21])([CH2:15][CH2:16]1)[CH2:17][CH2:18]2. The yield is 0.890. (6) The reactants are [Br:1][C:2]1[CH:3]=[C:4]([CH2:8][N:9]2[CH2:14][CH2:13][NH:12][C@@H:11]([CH3:15])[CH2:10]2)[CH:5]=[CH:6][CH:7]=1.Cl[C:17]([O:19][CH2:20][C:21]1[CH:26]=[CH:25][CH:24]=[CH:23][CH:22]=1)=[O:18].C(OCC)(=O)C.C([O-])(O)=O.[Na+]. The catalyst is CN(C1C=CN=CC=1)C.CS(C)=O. The product is [Br:1][C:2]1[CH:3]=[C:4]([CH2:8][N:9]2[CH2:14][CH2:13][N:12]([C:17]([O:19][CH2:20][C:21]3[CH:26]=[CH:25][CH:24]=[CH:23][CH:22]=3)=[O:18])[C@@H:11]([CH3:15])[CH2:10]2)[CH:5]=[CH:6][CH:7]=1. The yield is 0.700. (7) The reactants are [Na].[CH:2]1([N:7]2[CH:11]=[C:10]([C:12](OCC)=[O:13])[C:9]([NH:17][C:18]([NH:20][CH2:21][C:22]3[CH:27]=[CH:26][C:25]([O:28][CH3:29])=[CH:24][CH:23]=3)=[O:19])=[N:8]2)[CH2:6][CH2:5][CH2:4][CH2:3]1. The catalyst is C(O)C. The product is [CH:2]1([N:7]2[CH:11]=[C:10]3[C:9]([NH:17][C:18](=[O:19])[N:20]([CH2:21][C:22]4[CH:23]=[CH:24][C:25]([O:28][CH3:29])=[CH:26][CH:27]=4)[C:12]3=[O:13])=[N:8]2)[CH2:3][CH2:4][CH2:5][CH2:6]1. The yield is 1.00. (8) The reactants are [Cl-].O[NH3+:3].[C:4](=[O:7])([O-])[OH:5].[Na+].CS(C)=O.[CH3:13][N:14]([CH3:55])[CH2:15][CH2:16][O:17][C:18]1[CH:23]=[CH:22][C:21]([C:24](=[O:54])[CH2:25][N:26]2[C:31](=[O:32])[C:30]3[CH:33]=[C:34]([CH2:36][CH3:37])[S:35][C:29]=3[N:28]([CH2:38][C:39]3[CH:44]=[CH:43][C:42]([C:45]4[C:46]([C:51]#[N:52])=[CH:47][CH:48]=[CH:49][CH:50]=4)=[CH:41][CH:40]=3)[C:27]2=[O:53])=[CH:20][CH:19]=1. The catalyst is O.C(OCC)(=O)C. The product is [CH3:55][N:14]([CH3:13])[CH2:15][CH2:16][O:17][C:18]1[CH:23]=[CH:22][C:21]([C:24](=[O:54])[CH2:25][N:26]2[C:31](=[O:32])[C:30]3[CH:33]=[C:34]([CH2:36][CH3:37])[S:35][C:29]=3[N:28]([CH2:38][C:39]3[CH:40]=[CH:41][C:42]([C:45]4[CH:50]=[CH:49][CH:48]=[CH:47][C:46]=4[C:51]4[NH:3][C:4](=[O:7])[O:5][N:52]=4)=[CH:43][CH:44]=3)[C:27]2=[O:53])=[CH:20][CH:19]=1. The yield is 0.570. (9) The reactants are C([O:8][C:9]1[C:10](=[O:17])[N:11]([CH3:16])[CH:12]=[C:13](Br)[CH:14]=1)C1C=CC=CC=1.[Cl:18][C:19]1[CH:24]=[CH:23][CH:22]=[C:21]([Cl:25])[C:20]=1B(O)O.C([O-])([O-])=O.[Cs+].[Cs+].[H][H]. The catalyst is [Pd]. The product is [Cl:18][C:19]1[CH:20]=[C:21]([Cl:25])[CH:22]=[CH:23][C:24]=1[C:13]1[CH:14]=[C:9]([OH:8])[C:10](=[O:17])[N:11]([CH3:16])[CH:12]=1. The yield is 0.110. (10) The reactants are [Li]CCCC.C(N[CH:10]([CH3:12])[CH3:11])(C)C.[CH3:13][O:14][C:15]1[CH:22]=[CH:21][C:18](C#N)=[CH:17][CH:16]=1.BrCC1C2C=CC(O[Si](C(C)(C)C)(C)C)=CC=2O[N:26]=1. The catalyst is O.C1COCC1. The product is [CH3:13][O:14][C:15]1[CH:22]=[CH:21][C:18]([CH:10]([CH3:11])[C:12]#[N:26])=[CH:17][CH:16]=1. The yield is 0.280.